The task is: Predict the reactants needed to synthesize the given product.. This data is from Full USPTO retrosynthesis dataset with 1.9M reactions from patents (1976-2016). (1) Given the product [F:33][C:32]1[CH:31]=[C:30]2[C:26]([CH:27]=[N:28][NH:29]2)=[CH:25][C:24]=1[NH:23][C:20]([C:13]1[CH:12]([C:3]2[CH:4]=[CH:5][C:6]([C:8]([F:9])([F:10])[F:11])=[CH:7][C:2]=2[F:1])[CH2:17][C:16](=[O:18])[NH:15][C:14]=1[CH3:19])=[O:22], predict the reactants needed to synthesize it. The reactants are: [F:1][C:2]1[CH:7]=[C:6]([C:8]([F:11])([F:10])[F:9])[CH:5]=[CH:4][C:3]=1[CH:12]1[CH2:17][C:16](=[O:18])[NH:15][C:14]([CH3:19])=[C:13]1[C:20]([OH:22])=O.[NH2:23][C:24]1[CH:25]=[C:26]2[C:30](=[CH:31][C:32]=1[F:33])[NH:29][N:28]=[CH:27]2.C(Cl)CCl.CCN(CC)CC. (2) Given the product [Cl:19][C:6]1[CH:7]=[CH:8][C:9]([C:11]2[CH:15]=[C:14]([CH:16]3[CH2:17][CH2:18]3)[NH:13][N:12]=2)=[CH:10][C:5]=1[C:4]([OH:20])=[O:3], predict the reactants needed to synthesize it. The reactants are: C([O:3][C:4](=[O:20])[C:5]1[CH:10]=[C:9]([C:11]2[CH:15]=[C:14]([CH:16]3[CH2:18][CH2:17]3)[NH:13][N:12]=2)[CH:8]=[CH:7][C:6]=1[Cl:19])C.[OH-].[K+].C(O)(=O)CC(CC(O)=O)(C(O)=O)O.